Predict the product of the given reaction. From a dataset of Forward reaction prediction with 1.9M reactions from USPTO patents (1976-2016). (1) Given the reactants [Cl:1][C:2]1[CH:3]=[C:4]([N:10]2[CH:18]([CH:19]3[CH2:23][CH2:22][CH2:21][CH2:20]3)[CH:17]3[C:12]([C:13]4[CH:27]=[CH:26][C:25]([C:28]([OH:30])=[O:29])=[CH:24][C:14]=4[CH2:15][CH2:16]3)=[N:11]2)[CH:5]=[CH:6][C:7]=1[C:8]#[N:9].[CH:31]1([CH2:37]O)[CH2:36][CH2:35][CH2:34][CH2:33][CH2:32]1, predict the reaction product. The product is: [Cl:1][C:2]1[CH:3]=[C:4]([N:10]2[CH:18]([CH:19]3[CH2:20][CH2:21][CH2:22][CH2:23]3)[CH:17]3[C:12]([C:13]4[CH:27]=[CH:26][C:25]([C:28]([O:30][CH2:37][CH:31]5[CH2:36][CH2:35][CH2:34][CH2:33][CH2:32]5)=[O:29])=[CH:24][C:14]=4[CH2:15][CH2:16]3)=[N:11]2)[CH:5]=[CH:6][C:7]=1[C:8]#[N:9]. (2) Given the reactants [BH4-].[Li+].[Br:3][C:4]1[CH:13]=[CH:12][C:7]([C:8](OC)=[O:9])=[CH:6][C:5]=1[O:14][C:15]([F:18])([F:17])[F:16], predict the reaction product. The product is: [Br:3][C:4]1[CH:13]=[CH:12][C:7]([CH2:8][OH:9])=[CH:6][C:5]=1[O:14][C:15]([F:16])([F:18])[F:17]. (3) Given the reactants Br[C:2]1[CH:3]=[CH:4][C:5]([CH3:20])=[C:6]([C:8]2[C:9](=[O:19])[NH:10][C:11]3([CH2:18][CH2:17][CH2:16][CH2:15][CH2:14]3)[C:12]=2[OH:13])[CH:7]=1.[Cl:21][C:22]1[CH:27]=[CH:26][C:25](B(O)O)=[CH:24][C:23]=1[F:31].C(=O)([O-])[O-].[Cs+].[Cs+].Cl.S([O-])([O-])(=O)=O.[Mg+2], predict the reaction product. The product is: [Cl:21][C:22]1[CH:27]=[CH:26][C:25]([C:2]2[CH:3]=[CH:4][C:5]([CH3:20])=[C:6]([C:8]3[C:9](=[O:19])[NH:10][C:11]4([CH2:18][CH2:17][CH2:16][CH2:15][CH2:14]4)[C:12]=3[OH:13])[CH:7]=2)=[CH:24][C:23]=1[F:31]. (4) Given the reactants [CH:1]1([CH2:6][CH:7]([N:11]2[C:16](=[O:17])[CH:15]=[C:14]([O:18][C:19]3[CH:24]=[CH:23][CH:22]=[CH:21][C:20]=3[C:25]([F:28])([F:27])[F:26])[CH:13]=[N:12]2)[C:8]([OH:10])=O)[CH2:5][CH2:4][CH2:3][CH2:2]1.[CH3:29][N:30]1[CH:34]=[CH:33][C:32]([NH2:35])=[N:31]1, predict the reaction product. The product is: [CH:1]1([CH2:6][CH:7]([N:11]2[C:16](=[O:17])[CH:15]=[C:14]([O:18][C:19]3[CH:24]=[CH:23][CH:22]=[CH:21][C:20]=3[C:25]([F:28])([F:27])[F:26])[CH:13]=[N:12]2)[C:8]([NH:35][C:32]2[CH:33]=[CH:34][N:30]([CH3:29])[N:31]=2)=[O:10])[CH2:5][CH2:4][CH2:3][CH2:2]1. (5) Given the reactants Cl.[CH3:2][O:3][C:4]1[CH:9]=[CH:8][C:7]([NH:10]N)=[CH:6][CH:5]=1.[CH3:12][O:13][CH:14]([O:20]C)[CH2:15][C:16](OC)=O, predict the reaction product. The product is: [CH3:2][O:3][C:4]1[CH:9]=[C:8]2[C:7](=[CH:6][CH:5]=1)[NH:10][CH:16]=[C:15]2[C:14]([O:13][CH3:12])=[O:20].